This data is from Forward reaction prediction with 1.9M reactions from USPTO patents (1976-2016). The task is: Predict the product of the given reaction. (1) Given the reactants [CH3:1][O:2][C:3]([C:5]1[CH:6]=[C:7]([O:15][C:16]2[CH:21]=[CH:20][C:19]([S:22]([CH3:25])(=[O:24])=[O:23])=[CH:18][CH:17]=2)[CH:8]=[C:9]2[O:13][CH:12](C)[CH2:11][C:10]=12)=[O:4].[CH3:26]S(C1C=CC(F)=CC=1)(=O)=O.C([O-])([O-])=O.[Cs+].[Cs+].C(OC(C1C=C(O)C2C=COC=2C=1)=O)C, predict the reaction product. The product is: [CH2:1]([O:2][C:3]([C:5]1[CH:6]=[C:7]([O:15][C:16]2[CH:17]=[CH:18][C:19]([S:22]([CH3:25])(=[O:24])=[O:23])=[CH:20][CH:21]=2)[C:8]2[CH:11]=[CH:12][O:13][C:9]=2[CH:10]=1)=[O:4])[CH3:26]. (2) Given the reactants S(=O)(=O)(O)O.[C:6]([OH:15])(=O)[C:7]1[C:8](=[CH:10][CH:11]=[CH:12][CH:13]=1)[SH:9].[C:16]1([OH:22])[CH:21]=[CH:20][CH:19]=[CH:18][CH:17]=1, predict the reaction product. The product is: [OH:22][C:16]1[CH:21]=[CH:20][C:19]2[S:9][C:8]3[C:7](=[CH:13][CH:12]=[CH:11][CH:10]=3)[C:6](=[O:15])[C:18]=2[CH:17]=1. (3) Given the reactants [Li+].[Cl-].Br[C:4]1[CH:9]=[CH:8][CH:7]=[CH:6][C:5]=1[Br:10].C([Cu])#N.[C:14](Cl)(=[O:21])[C:15]1[CH:20]=[CH:19][CH:18]=[CH:17][CH:16]=1, predict the reaction product. The product is: [Br:10][C:5]1[CH:6]=[CH:7][CH:8]=[CH:9][C:4]=1[C:14]([C:15]1[CH:20]=[CH:19][CH:18]=[CH:17][CH:16]=1)=[O:21]. (4) Given the reactants FC(F)(F)C(OC(=O)C(F)(F)F)=O.[CH3:14][C:15]([CH3:17])=O.[OH:18][C:19]1[CH:27]=[CH:26][C:25]([OH:28])=[CH:24][C:20]=1[C:21]([OH:23])=[O:22], predict the reaction product. The product is: [OH:28][C:25]1[CH:26]=[CH:27][C:19]2[O:18][C:15]([CH3:17])([CH3:14])[O:22][C:21](=[O:23])[C:20]=2[CH:24]=1. (5) Given the reactants CS[C:3]1[N:8]=[CH:7][N:6]([CH2:9][C:10]2[S:11][C:12]([C:15]([F:18])([F:17])[F:16])=[CH:13][CH:14]=2)[C:5](=[O:19])[N:4]=1.Cl.Cl.[NH:22]1[C:26]2[CH2:27][NH:28][CH2:29][CH2:30][C:25]=2[CH:24]=[N:23]1.[CH:31](N(CC)C(C)C)(C)C, predict the reaction product. The product is: [NH:22]1[C:26]2[CH2:27][N:28]([C:3]3[N:8]=[C:7]([CH3:31])[N:6]([CH2:9][C:10]4[S:11][C:12]([C:15]([F:18])([F:17])[F:16])=[CH:13][CH:14]=4)[C:5](=[O:19])[N:4]=3)[CH2:29][CH2:30][C:25]=2[CH:24]=[N:23]1. (6) Given the reactants Cl.[CH2:2]([S:4][CH2:5][C:6]1[CH:11]=[CH:10][C:9]([C@@H:12]([O:16][C:17]2[CH:18]=[C:19]3[C:23](=[CH:24][CH:25]=2)[N:22]([C:26]2[CH:31]=[CH:30][C:29]([F:32])=[CH:28][CH:27]=2)[N:21]=[CH:20]3)[C@@H:13]([NH2:15])[CH3:14])=[CH:8][CH:7]=1)[CH3:3].CN(C)C(N(C)C)=N.[F:41][C:42]([F:49])([F:48])[C:43](OCC)=[O:44], predict the reaction product. The product is: [CH2:2]([S:4][CH2:5][C:6]1[CH:7]=[CH:8][C:9]([C@@H:12]([O:16][C:17]2[CH:18]=[C:19]3[C:23](=[CH:24][CH:25]=2)[N:22]([C:26]2[CH:27]=[CH:28][C:29]([F:32])=[CH:30][CH:31]=2)[N:21]=[CH:20]3)[C@@H:13]([NH:15][C:43](=[O:44])[C:42]([F:49])([F:48])[F:41])[CH3:14])=[CH:10][CH:11]=1)[CH3:3].